Dataset: Forward reaction prediction with 1.9M reactions from USPTO patents (1976-2016). Task: Predict the product of the given reaction. (1) Given the reactants O1CCCC1.Br[C:7]1[CH:8]=[N:9][CH:10]=[C:11]([Br:13])[CH:12]=1.C([Mg]Cl)(C)C.[CH2:19]([O:21][C:22]1[CH:29]=[CH:28][C:25]([CH:26]=[O:27])=[CH:24][CH:23]=1)[CH3:20], predict the reaction product. The product is: [Br:13][C:11]1[CH:12]=[C:7]([CH:26]([C:25]2[CH:28]=[CH:29][C:22]([O:21][CH2:19][CH3:20])=[CH:23][CH:24]=2)[OH:27])[CH:8]=[N:9][CH:10]=1. (2) Given the reactants [C:1]([C:4]1[CH:12]=[CH:11][C:7]([C:8]([OH:10])=O)=[CH:6][CH:5]=1)(=[O:3])[CH3:2].Cl.Cl.[CH:15]([N:18]1[CH2:23][CH2:22][NH:21][CH2:20][CH2:19]1)([CH3:17])[CH3:16].CN1CCOCC1.ON1C2C=CC=CC=2N=N1.Cl.CN(C)CCCN=C=NCC, predict the reaction product. The product is: [CH:15]([N:18]1[CH2:23][CH2:22][N:21]([C:8]([C:7]2[CH:6]=[CH:5][C:4]([C:1](=[O:3])[CH3:2])=[CH:12][CH:11]=2)=[O:10])[CH2:20][CH2:19]1)([CH3:17])[CH3:16]. (3) Given the reactants [CH2:1]([O:3][C:4]([C:6]1[N:7]=[C:8]([C:12]2[CH:17]=[CH:16][C:15]([O:18][CH3:19])=[CH:14][CH:13]=2)[O:9][C:10]=1[CH3:11])=[O:5])[CH3:2].N(C(C)(C)C#N)=NC(C)(C)C#N.[Br:32]N1C(=O)CCC1=O, predict the reaction product. The product is: [CH2:1]([O:3][C:4]([C:6]1[N:7]=[C:8]([C:12]2[CH:13]=[CH:14][C:15]([O:18][CH3:19])=[CH:16][CH:17]=2)[O:9][C:10]=1[CH2:11][Br:32])=[O:5])[CH3:2].